From a dataset of Peptide-MHC class II binding affinity with 134,281 pairs from IEDB. Regression. Given a peptide amino acid sequence and an MHC pseudo amino acid sequence, predict their binding affinity value. This is MHC class II binding data. (1) The peptide sequence is GWDLNAASAYCSTWD. The MHC is HLA-DQA10401-DQB10402 with pseudo-sequence HLA-DQA10401-DQB10402. The binding affinity (normalized) is 0.382. (2) The binding affinity (normalized) is 0.525. The peptide sequence is GEWQIVDKIDAAFKI. The MHC is DRB1_0401 with pseudo-sequence DRB1_0401. (3) The peptide sequence is IGAGLIFPRFEQLLE. The MHC is HLA-DQA10501-DQB10201 with pseudo-sequence HLA-DQA10501-DQB10201. The binding affinity (normalized) is 0.326. (4) The peptide sequence is FGYGAKDVRCHARKAVTHIN. The MHC is DRB1_0101 with pseudo-sequence DRB1_0101. The binding affinity (normalized) is 0.460. (5) The peptide sequence is YDKFSANVSTVLTGK. The MHC is DRB1_0401 with pseudo-sequence DRB1_0401. The binding affinity (normalized) is 0.542.